From a dataset of Reaction yield outcomes from USPTO patents with 853,638 reactions. Predict the reaction yield, written as a fraction of the theoretical maximum amount of product (1.0 means a 100% yield; for example, 0.34 means a 34% yield). (1) The reactants are [Cl:1][C:2]1[C:3]([C:11]([OH:13])=O)=[CH:4][NH:5][C:6]=1[C:7]([O:9][CH3:10])=[O:8].[CH3:14][N:15](C(ON1N=NC2C=CC=NC1=2)=[N+](C)C)C.F[P-](F)(F)(F)(F)F.CCN(C(C)C)C(C)C.CN. The catalyst is CN(C=O)C. The product is [Cl:1][C:2]1[C:3]([C:11]([NH:15][CH3:14])=[O:13])=[CH:4][NH:5][C:6]=1[C:7]([O:9][CH3:10])=[O:8]. The yield is 0.576. (2) The reactants are C(O)(C(F)(F)F)=O.[CH:8]([C:11]1[N:12]=[C:13]([C:16]2[CH:25]=[C:24]([O:26][CH:27]3[CH2:45][CH:44]4[N:29]([C:30](=[O:65])[N:31](CC5C=CC(OC)=CC=5)[CH2:32][CH2:33][CH2:34][CH2:35][CH2:36][CH:37]=[CH:38][CH:39]5[C:41]([C:47]([NH:49][S:50]([CH:53]6[CH2:55][CH2:54]6)(=[O:52])=[O:51])=[O:48])([NH:42][C:43]4=[O:46])[CH2:40]5)[CH2:28]3)[C:23]3[C:18](=[C:19]([CH3:68])[C:20]([O:66][CH3:67])=[CH:21][CH:22]=3)[N:17]=2)[S:14][CH:15]=1)([CH3:10])[CH3:9].O.C([O-])(O)=O.[Na+]. The catalyst is C(Cl)Cl. The product is [CH:8]([C:11]1[N:12]=[C:13]([C:16]2[CH:25]=[C:24]([O:26][CH:27]3[CH2:45][CH:44]4[N:29]([C:30](=[O:65])[NH:31][CH2:32][CH2:33][CH2:34][CH2:35][CH2:36][CH:37]=[CH:38][CH:39]5[C:41]([C:47]([NH:49][S:50]([CH:53]6[CH2:55][CH2:54]6)(=[O:52])=[O:51])=[O:48])([NH:42][C:43]4=[O:46])[CH2:40]5)[CH2:28]3)[C:23]3[C:18](=[C:19]([CH3:68])[C:20]([O:66][CH3:67])=[CH:21][CH:22]=3)[N:17]=2)[S:14][CH:15]=1)([CH3:10])[CH3:9]. The yield is 0.730. (3) The reactants are [Cl:1][C:2]1[CH:3]=[N:4][C:5]2[C:10]([CH:11]=1)=[CH:9][C:8]([CH2:12]Cl)=[CH:7][C:6]=2[F:14].C[Sn](C)(C)[C:17]1[CH:18]=[C:19]([CH:24]=[CH:25][N:26]=1)[C:20]([O:22][CH3:23])=[O:21]. The catalyst is O1CCOCC1.Cl[Pd](Cl)([P](C1C=CC=CC=1)(C1C=CC=CC=1)C1C=CC=CC=1)[P](C1C=CC=CC=1)(C1C=CC=CC=1)C1C=CC=CC=1. The product is [Cl:1][C:2]1[CH:3]=[N:4][C:5]2[C:10]([CH:11]=1)=[CH:9][C:8]([CH2:12][C:17]1[CH:18]=[C:19]([CH:24]=[CH:25][N:26]=1)[C:20]([O:22][CH3:23])=[O:21])=[CH:7][C:6]=2[F:14]. The yield is 0.500. (4) The reactants are Br[C:2]1[CH:3]=[C:4]2[C:9](=[CH:10][CH:11]=1)[N:8]=[C:7]([CH2:12][CH3:13])[N:6]([CH3:14])[C:5]2=[O:15].[CH3:16][S:17]([O-:19])=[O:18].[Na+]. The catalyst is [Cu]I. The product is [CH2:12]([C:7]1[N:6]([CH3:14])[C:5](=[O:15])[C:4]2[C:9](=[CH:10][CH:11]=[C:2]([S:17]([CH3:16])(=[O:19])=[O:18])[CH:3]=2)[N:8]=1)[CH3:13]. The yield is 0.251. (5) The reactants are [CH3:1][O:2][C:3]1[CH:4]=[C:5](/[CH:13]=[CH:14]\[C:15]2[CH:20]=[CH:19][C:18]([O:21][CH:22]([F:24])[F:23])=[C:17]([N+:25]([O-])=O)[CH:16]=2)[CH:6]=[C:7]([O:11][CH3:12])[C:8]=1[O:9][CH3:10].S([O-])([O-])(=O)=S.[Na+].[Na+]. The catalyst is CC(C)=O.O. The product is [CH3:12][O:11][C:7]1[CH:6]=[C:5](/[CH:13]=[CH:14]\[C:15]2[CH:20]=[CH:19][C:18]([O:21][CH:22]([F:23])[F:24])=[C:17]([NH2:25])[CH:16]=2)[CH:4]=[C:3]([O:2][CH3:1])[C:8]=1[O:9][CH3:10]. The yield is 0.686. (6) The product is [F:14][C:2]1([F:1])[CH2:7][C@H:6]([OH:8])[C@@H:5]([C:9]2[CH:13]=[N:12][N:11]([CH2:27][C:26]3[CH:29]=[CH:30][C:23]([O:22][CH3:21])=[CH:24][CH:25]=3)[CH:10]=2)[CH2:4][CH2:3]1. The catalyst is C(#N)C. The reactants are [F:1][C:2]1([F:14])[CH2:7][C@H:6]([OH:8])[C@@H:5]([C:9]2[CH:10]=[N:11][NH:12][CH:13]=2)[CH2:4][CH2:3]1.C(=O)([O-])[O-].[K+].[K+].[CH3:21][O:22][C:23]1[CH:30]=[CH:29][C:26]([CH2:27]Cl)=[CH:25][CH:24]=1.O. The yield is 0.250. (7) The reactants are CS(O[C:6]1[CH:11]=[CH:10][CH:9]=[C:8]([C:12]2[S:13][C:14]3[CH:22]=[CH:21][CH:20]=[CH:19][C:15]=3[C:16](=[O:18])[N:17]=2)[N:7]=1)(=O)=O.[CH2:23]([N:25]([CH2:28][CH3:29])[CH2:26][CH3:27])C.[CH2:30]([CH:37]1CCNCC1)[C:31]1[CH:36]=[CH:35][CH:34]=[CH:33][CH:32]=1.C(OCC)(=O)C. The catalyst is CN(C=O)C.O. The product is [CH2:30]([CH:37]1[CH2:29][CH2:28][N:25]([CH2:23][C:6]2[N:7]=[C:8]([C:12]3[S:13][C:14]4[CH:22]=[CH:21][CH:20]=[CH:19][C:15]=4[C:16](=[O:18])[N:17]=3)[CH:9]=[CH:10][CH:11]=2)[CH2:26][CH2:27]1)[C:31]1[CH:36]=[CH:35][CH:34]=[CH:33][CH:32]=1. The yield is 0.670. (8) The reactants are N1C=CC=CC=1.[NH2:7][C:8]1[CH:13]=[C:12]([CH2:14][C:15]2[C:20]([Cl:21])=[CH:19][CH:18]=[CH:17][C:16]=2[Cl:22])[N:11]=[C:10]([NH:23][C:24]2[CH:31]=[CH:30][C:27]([C:28]#[N:29])=[CH:26][CH:25]=2)[N:9]=1.[Cl:32][CH2:33][C:34](Cl)=[O:35]. The catalyst is C(Cl)Cl. The product is [Cl:32][CH2:33][C:34]([NH:7][C:8]1[CH:13]=[C:12]([CH2:14][C:15]2[C:20]([Cl:21])=[CH:19][CH:18]=[CH:17][C:16]=2[Cl:22])[N:11]=[C:10]([NH:23][C:24]2[CH:25]=[CH:26][C:27]([C:28]#[N:29])=[CH:30][CH:31]=2)[N:9]=1)=[O:35]. The yield is 0.365. (9) The product is [CH:41]1([CH2:46][CH2:47][C:48]([N:12]([CH2:13][C:14]2[CH:29]=[CH:28][C:17]([C:18]([O:20][CH2:21][C:22]3[CH:23]=[CH:24][CH:25]=[CH:26][CH:27]=3)=[O:19])=[CH:16][CH:15]=2)[C:10]2[CH:9]=[CH:8][C:6]3[O:7][C:2]([CH3:31])([CH3:1])[O:3][C:4](=[O:30])[C:5]=3[CH:11]=2)=[O:49])[CH2:45][CH2:44][CH2:43][CH2:42]1. The catalyst is C(Cl)Cl. The reactants are [CH3:1][C:2]1([CH3:31])[O:7][C:6]2[CH:8]=[CH:9][C:10]([NH:12][CH2:13][C:14]3[CH:29]=[CH:28][C:17]([C:18]([O:20][CH2:21][C:22]4[CH:27]=[CH:26][CH:25]=[CH:24][CH:23]=4)=[O:19])=[CH:16][CH:15]=3)=[CH:11][C:5]=2[C:4](=[O:30])[O:3]1.CCN(C(C)C)C(C)C.[CH:41]1([CH2:46][CH2:47][C:48](Cl)=[O:49])[CH2:45][CH2:44][CH2:43][CH2:42]1.Cl. The yield is 0.890. (10) The reactants are C[O:2][C:3](=O)[C:4]1[CH:9]=[C:8]([Cl:10])[CH:7]=[CH:6][C:5]=1[OH:11].O.[NH2:14][NH2:15].C(O)C. The catalyst is CCCCCC. The product is [Cl:10][C:8]1[CH:9]=[C:4]([C:3]([NH:14][NH2:15])=[O:2])[C:5]([OH:11])=[CH:6][CH:7]=1. The yield is 0.792.